Regression. Given two drug SMILES strings and cell line genomic features, predict the synergy score measuring deviation from expected non-interaction effect. From a dataset of NCI-60 drug combinations with 297,098 pairs across 59 cell lines. (1) Synergy scores: CSS=-8.84, Synergy_ZIP=7.94, Synergy_Bliss=6.68, Synergy_Loewe=-7.36, Synergy_HSA=-6.55. Drug 1: CC1=C(C=C(C=C1)C(=O)NC2=CC(=CC(=C2)C(F)(F)F)N3C=C(N=C3)C)NC4=NC=CC(=N4)C5=CN=CC=C5. Drug 2: COC1=C2C(=CC3=C1OC=C3)C=CC(=O)O2. Cell line: MOLT-4. (2) Drug 1: CN1C2=C(C=C(C=C2)N(CCCl)CCCl)N=C1CCCC(=O)O.Cl. Drug 2: C1CCC(C(C1)N)N.C(=O)(C(=O)[O-])[O-].[Pt+4]. Cell line: CCRF-CEM. Synergy scores: CSS=67.2, Synergy_ZIP=-3.76, Synergy_Bliss=-3.03, Synergy_Loewe=-0.423, Synergy_HSA=1.00. (3) Drug 1: CCN(CC)CCCC(C)NC1=C2C=C(C=CC2=NC3=C1C=CC(=C3)Cl)OC. Drug 2: C(CCl)NC(=O)N(CCCl)N=O. Cell line: SF-295. Synergy scores: CSS=16.2, Synergy_ZIP=-5.84, Synergy_Bliss=2.70, Synergy_Loewe=-10.9, Synergy_HSA=-1.10. (4) Drug 1: CC(C)(C#N)C1=CC(=CC(=C1)CN2C=NC=N2)C(C)(C)C#N. Drug 2: C1CN(CCN1C(=O)CCBr)C(=O)CCBr. Cell line: DU-145. Synergy scores: CSS=20.9, Synergy_ZIP=8.38, Synergy_Bliss=10.3, Synergy_Loewe=10.0, Synergy_HSA=9.73. (5) Drug 1: CC12CCC3C(C1CCC2=O)CC(=C)C4=CC(=O)C=CC34C. Drug 2: CN(C(=O)NC(C=O)C(C(C(CO)O)O)O)N=O. Cell line: A498. Synergy scores: CSS=45.3, Synergy_ZIP=0.765, Synergy_Bliss=0.877, Synergy_Loewe=-13.7, Synergy_HSA=0.391.